This data is from Full USPTO retrosynthesis dataset with 1.9M reactions from patents (1976-2016). The task is: Predict the reactants needed to synthesize the given product. (1) Given the product [C:6]([C:10]1[CH:15]=[CH:14][C:13]([C@H:16]2[CH2:25][CH2:24][CH2:23][C@@H:22]3[N:17]2[C:18](=[O:26])[CH:19]([I:35])[CH2:20][CH2:21]3)=[CH:12][CH:11]=1)([O:8][CH3:9])=[O:7], predict the reactants needed to synthesize it. The reactants are: I[Si](C)(C)C.[C:6]([C:10]1[CH:15]=[CH:14][C:13]([C@H:16]2[CH2:25][CH2:24][CH2:23][C@@H:22]3[N:17]2[C:18](=[O:26])[CH2:19][CH2:20][CH2:21]3)=[CH:12][CH:11]=1)([O:8][CH3:9])=[O:7].CN(C)CCN(C)C.[I:35]I.S([O-])([O-])(=O)=S.[Na+].[Na+]. (2) Given the product [C:36]([CH2:35][N:7]1[C:6](=[O:8])[CH:5]=[N:4][N:3]([C:9]2[CH:10]=[CH:11][C:12]([CH3:27])=[C:13]([CH:26]=2)[C:14]([NH:16][CH2:17][C:18]2([OH:25])[CH2:24][CH2:23][CH2:22][CH2:21][CH2:20][CH2:19]2)=[O:15])[C:2]1=[O:1])(=[O:37])[NH2:38], predict the reactants needed to synthesize it. The reactants are: [O:1]=[C:2]1[NH:7][C:6](=[O:8])[CH:5]=[N:4][N:3]1[C:9]1[CH:10]=[CH:11][C:12]([CH3:27])=[C:13]([CH:26]=1)[C:14]([NH:16][CH2:17][C:18]1([OH:25])[CH2:24][CH2:23][CH2:22][CH2:21][CH2:20][CH2:19]1)=[O:15].C([O-])([O-])=O.[Cs+].[Cs+].Br[CH2:35][C:36]([NH2:38])=[O:37]. (3) Given the product [CH2:1]([O:3][C:4](=[O:16])[NH:5][C:6]1[CH:11]=[CH:10][C:9]([NH2:12])=[CH:8][C:7]=1[Cl:15])[CH3:2], predict the reactants needed to synthesize it. The reactants are: [CH2:1]([O:3][C:4](=[O:16])[NH:5][C:6]1[CH:11]=[CH:10][C:9]([N+:12]([O-])=O)=[CH:8][C:7]=1[Cl:15])[CH3:2].C(O)(=O)C. (4) Given the product [CH2:14]([N:11]([CH2:12][CH3:13])[CH2:10][CH2:9][NH:8][C:6](=[O:7])[C:5]1[CH:16]=[CH:17][C:2]([NH:1][C:35]([NH:34][C:31]2[CH:32]=[CH:33][C:28]([O:21][C:22]3[CH:23]=[CH:24][CH:25]=[CH:26][CH:27]=3)=[CH:29][CH:30]=2)=[O:36])=[CH:3][C:4]=1[O:18][CH2:19][CH3:20])[CH3:15], predict the reactants needed to synthesize it. The reactants are: [NH2:1][C:2]1[CH:17]=[CH:16][C:5]([C:6]([NH:8][CH2:9][CH2:10][N:11]([CH2:14][CH3:15])[CH2:12][CH3:13])=[O:7])=[C:4]([O:18][CH2:19][CH3:20])[CH:3]=1.[O:21]([C:28]1[CH:33]=[CH:32][C:31]([N:34]=[C:35]=[O:36])=[CH:30][CH:29]=1)[C:22]1[CH:27]=[CH:26][CH:25]=[CH:24][CH:23]=1.C(O)C(N)(CO)CO.CO.